Predict the product of the given reaction. From a dataset of Forward reaction prediction with 1.9M reactions from USPTO patents (1976-2016). (1) Given the reactants [Cl:1][C:2]1[CH:7]=[CH:6][C:5]([C:8]2[CH:13]=[CH:12][C:11]([O:14][CH3:15])=[CH:10][CH:9]=2)=[CH:4][N:3]=1.CS(C)=O.[CH:20]([N:23]1[CH2:28][CH2:27][NH:26][CH2:25][CH2:24]1)([CH3:22])[CH3:21].[ClH:29], predict the reaction product. The product is: [ClH:1].[ClH:29].[CH3:15][O:14][C:11]1[CH:12]=[CH:13][C:8]([C:5]2[CH:6]=[CH:7][C:2]([N:26]3[CH2:27][CH2:28][N:23]([CH:20]([CH3:22])[CH3:21])[CH2:24][CH2:25]3)=[N:3][CH:4]=2)=[CH:9][CH:10]=1. (2) Given the reactants OS(O)(=O)=O.[CH3:6][C:7]1[CH:12]=[CH:11][CH:10]=[CH:9][N+:8]=1[O-:13].[N+:14]([O-])([OH:16])=[O:15].[OH-].[Na+], predict the reaction product. The product is: [CH3:6][C:7]1[CH:12]=[C:11]([N+:14]([O-:16])=[O:15])[CH:10]=[CH:9][N+:8]=1[O-:13]. (3) Given the reactants [F:1][C:2]1[CH:3]=[C:4]([C:9](=O)[CH2:10][C:11]2[CH:16]=[CH:15][CH:14]=[CH:13][CH:12]=2)[CH:5]=[CH:6][C:7]=1[F:8].[CH2:18]([O:20][C:21]1[CH:22]=[C:23]([CH:26]=[C:27]([N+:30]([O-:32])=[O:31])[C:28]=1[OH:29])[CH:24]=O)[CH3:19].[NH2:33][C:34]([NH2:36])=[O:35].Cl, predict the reaction product. The product is: [F:1][C:2]1[CH:3]=[C:4]([C:9]2[NH:36][C:34](=[O:35])[NH:33][CH:24]([C:23]3[CH:26]=[C:27]([N+:30]([O-:32])=[O:31])[C:28]([OH:29])=[C:21]([O:20][CH2:18][CH3:19])[CH:22]=3)[C:10]=2[C:11]2[CH:16]=[CH:15][CH:14]=[CH:13][CH:12]=2)[CH:5]=[CH:6][C:7]=1[F:8].